Dataset: Reaction yield outcomes from USPTO patents with 853,638 reactions. Task: Predict the reaction yield, written as a fraction of the theoretical maximum amount of product (1.0 means a 100% yield; for example, 0.34 means a 34% yield). (1) The reactants are [C:1]([C:3]1[CH:4]=[C:5]([C:13]2[O:17][N:16]=[C:15]([C:18]3[CH:26]=[CH:25][CH:24]=[C:23]4[C:19]=3[CH2:20][CH2:21][C@H:22]4[NH:27]C(=O)OC(C)(C)C)[N:14]=2)[CH:6]=[CH:7][C:8]=1[O:9][CH:10]([CH3:12])[CH3:11])#[N:2].Cl. The catalyst is O1CCOCC1. The product is [NH2:27][C@H:22]1[C:23]2[C:19](=[C:18]([C:15]3[N:14]=[C:13]([C:5]4[CH:6]=[CH:7][C:8]([O:9][CH:10]([CH3:12])[CH3:11])=[C:3]([CH:4]=4)[C:1]#[N:2])[O:17][N:16]=3)[CH:26]=[CH:25][CH:24]=2)[CH2:20][CH2:21]1. The yield is 0.810. (2) The product is [C:7]([O:5][C:4](=[O:6])[CH2:3][CH:2]([NH2:1])[C:7]1[CH:8]=[CH:9][C:10]([OH:13])=[CH:11][CH:12]=1)([CH3:12])([CH3:8])[CH3:2]. The reactants are [NH2:1][CH:2]([C:7]1[CH:12]=[CH:11][C:10]([OH:13])=[CH:9][CH:8]=1)[CH2:3][C:4]([OH:6])=[O:5].Cl(O)(=O)(=O)=O. The catalyst is C(OC(C)(C)C)(=O)C. The yield is 0.600.